This data is from Catalyst prediction with 721,799 reactions and 888 catalyst types from USPTO. The task is: Predict which catalyst facilitates the given reaction. (1) Reactant: [OH:1][CH2:2][CH2:3][C:4]1[CH:5]=[C:6]([C:14]([O:16][CH3:17])=[O:15])[C:7]2[C:12]([CH:13]=1)=[CH:11][CH:10]=[CH:9][CH:8]=2.CCN(C(C)C)C(C)C.[CH3:27][S:28](Cl)(=[O:30])=[O:29]. Product: [CH3:27][S:28]([O:1][CH2:2][CH2:3][C:4]1[CH:5]=[C:6]([C:14]([O:16][CH3:17])=[O:15])[C:7]2[C:12]([CH:13]=1)=[CH:11][CH:10]=[CH:9][CH:8]=2)(=[O:30])=[O:29]. The catalyst class is: 4. (2) The catalyst class is: 1. Reactant: [H-].[Al+3].[Li+].[H-].[H-].[H-].C([O:9][C:10](=O)[CH:11]([CH2:17][CH2:18][CH2:19][O:20][CH2:21][C:22]1[CH:27]=[CH:26][C:25]([O:28][CH3:29])=[CH:24][CH:23]=1)[C:12](OCC)=[O:13])C.O. Product: [CH3:29][O:28][C:25]1[CH:24]=[CH:23][C:22]([CH2:21][O:20][CH2:19][CH2:18][CH2:17][CH:11]([CH2:10][OH:9])[CH2:12][OH:13])=[CH:27][CH:26]=1.